Predict the reaction yield, written as a fraction of the theoretical maximum amount of product (1.0 means a 100% yield; for example, 0.34 means a 34% yield). From a dataset of Reaction yield outcomes from USPTO patents with 853,638 reactions. (1) The reactants are [H-].[Na+].[Cl:3][C:4]1[CH:5]=[CH:6][C:7]2[NH:13][C:12]3[CH:14]=[CH:15][CH:16]=[CH:17][C:11]=3[C:10]([C:18]3[CH:23]=[CH:22][C:21]([F:24])=[CH:20][CH:19]=3)=[N:9][C:8]=2[CH:25]=1.I[CH3:27]. The catalyst is CN(C=O)C. The product is [Cl:3][C:4]1[CH:5]=[CH:6][C:7]2[N:13]([CH3:27])[C:12]3[CH:14]=[CH:15][CH:16]=[CH:17][C:11]=3[C:10]([C:18]3[CH:23]=[CH:22][C:21]([F:24])=[CH:20][CH:19]=3)=[N:9][C:8]=2[CH:25]=1. The yield is 0.600. (2) The reactants are CS(O[CH2:6][CH:7]1[CH2:12][CH2:11][N:10]([C:13]([O:15][C:16]([CH3:19])([CH3:18])[CH3:17])=[O:14])[CH2:9][CH2:8]1)(=O)=O.[I-].[K+].[N:22]1[C:26]2[CH:27]=[CH:28][CH:29]=[CH:30][C:25]=2[NH:24][CH:23]=1.[H-].[Na+]. The catalyst is CN(C)C=O.O. The product is [N:22]1([CH2:6][CH:7]2[CH2:12][CH2:11][N:10]([C:13]([O:15][C:16]([CH3:19])([CH3:18])[CH3:17])=[O:14])[CH2:9][CH2:8]2)[C:26]2[CH:27]=[CH:28][CH:29]=[CH:30][C:25]=2[N:24]=[CH:23]1. The yield is 0.820. (3) The reactants are [CH3:1][C:2]1[CH:7]=[CH:6][C:5]([NH:8][C:9](=[O:26])[C:10]2[CH:15]=[C:14]([C:16]([F:19])([F:18])[F:17])[CH:13]=[C:12]([N:20]3[CH:24]=[C:23]([CH3:25])[N:22]=[CH:21]3)[CH:11]=2)=[CH:4][C:3]=1[NH:27][C:28]([N:30]1[C:34]2[N:35]=[CH:36][N:37]=[C:38](Cl)[C:33]=2[CH:32]=[CH:31]1)=[O:29].Cl.Cl.[CH3:42][N:43]([CH3:51])[C:44]1[CH:49]=[CH:48][CH:47]=[C:46]([NH2:50])[CH:45]=1.C(Cl)(=O)C.NC1C=CC=CC=1. The catalyst is C(O)CCC. The product is [CH3:1][C:2]1[CH:7]=[CH:6][C:5]([NH:8][C:9](=[O:26])[C:10]2[CH:15]=[C:14]([C:16]([F:19])([F:18])[F:17])[CH:13]=[C:12]([N:20]3[CH:24]=[C:23]([CH3:25])[N:22]=[CH:21]3)[CH:11]=2)=[CH:4][C:3]=1[NH:27][C:28]([N:30]1[C:34]2[N:35]=[CH:36][N:37]=[C:38]([NH:50][C:46]3[CH:47]=[CH:48][CH:49]=[C:44]([N:43]([CH3:51])[CH3:42])[CH:45]=3)[C:33]=2[CH:32]=[CH:31]1)=[O:29]. The yield is 0.710. (4) The reactants are S(=O)(=O)(O)O.[CH2:6]([N:13]1[CH2:18][CH2:17][C:16]([NH:21][C:22]2[CH:27]=[CH:26][CH:25]=[C:24]([N+:28]([O-:30])=[O:29])[CH:23]=2)([C:19]#[N:20])[CH2:15][CH2:14]1)[C:7]1[CH:12]=[CH:11][CH:10]=[CH:9][CH:8]=1.C(=O)([O-])[O-:32].[K+].[K+]. No catalyst specified. The product is [CH2:6]([N:13]1[CH2:18][CH2:17][C:16]([NH:21][C:22]2[CH:27]=[CH:26][CH:25]=[C:24]([N+:28]([O-:30])=[O:29])[CH:23]=2)([C:19]([NH2:20])=[O:32])[CH2:15][CH2:14]1)[C:7]1[CH:12]=[CH:11][CH:10]=[CH:9][CH:8]=1. The yield is 0.830. (5) The reactants are C(OC(=O)C([C:10]1[CH:15]=[CH:14][C:13]([O:16][CH2:17][CH:18]2[CH2:20][CH2:19]2)=[C:12]([C:21]2[CH:26]=[CH:25][N:24]=[CH:23][CH:22]=2)[CH:11]=1)CC(C)C)C.[OH2:28].[OH-:29].[Li+]. The catalyst is CO.C1COCC1.O. The product is [CH:18]1([CH2:17][O:16][C:13]2[C:12]([C:21]3[CH:26]=[CH:25][N:24]=[CH:23][CH:22]=3)=[CH:11][CH:10]=[CH:15][C:14]=2[C:12]([CH3:21])([CH3:13])[CH2:11][CH2:10][C:15]([OH:29])=[O:28])[CH2:20][CH2:19]1. The yield is 0.400. (6) The reactants are [C:1]([O:5][C:6](=[O:16])[NH:7][CH2:8][C:9]1[CH:14]=[CH:13][C:12]([Br:15])=[CH:11][CH:10]=1)([CH3:4])([CH3:3])[CH3:2].[CH3:17]I. The catalyst is CN(C=O)C. The product is [C:1]([O:5][C:6](=[O:16])[N:7]([CH2:8][C:9]1[CH:10]=[CH:11][C:12]([Br:15])=[CH:13][CH:14]=1)[CH3:17])([CH3:4])([CH3:2])[CH3:3]. The yield is 0.980.